From a dataset of Reaction yield outcomes from USPTO patents with 853,638 reactions. Predict the reaction yield, written as a fraction of the theoretical maximum amount of product (1.0 means a 100% yield; for example, 0.34 means a 34% yield). (1) The reactants are Br[C:2]1[C:7](=[O:8])[N:6]([CH2:9][C:10]2[CH:15]=[CH:14][C:13]([C:16]3[C:17]([C:22]#[N:23])=[CH:18][CH:19]=[CH:20][CH:21]=3)=[CH:12][CH:11]=2)[C:5]([CH2:24][CH2:25][CH3:26])=[N:4][C:3]=1[CH2:27][CH3:28].[O:29]1[C:33]2[CH:34]=[CH:35][C:36]([OH:38])=[CH:37][C:32]=2[O:31][CH2:30]1.[OH-].[K+].CS(C)=O. The catalyst is C(OCC)(=O)C. The product is [O:29]1[C:33]2[CH:34]=[CH:35][C:36]([O:38][C:2]3[C:7](=[O:8])[N:6]([CH2:9][C:10]4[CH:15]=[CH:14][C:13]([C:16]5[C:17]([C:22]#[N:23])=[CH:18][CH:19]=[CH:20][CH:21]=5)=[CH:12][CH:11]=4)[C:5]([CH2:24][CH2:25][CH3:26])=[N:4][C:3]=3[CH2:27][CH3:28])=[CH:37][C:32]=2[O:31][CH2:30]1. The yield is 0.860. (2) The reactants are [CH3:1][N:2]1[C:10]2[C:5](=[CH:6][CH:7]=[CH:8][CH:9]=2)[CH:4]=[C:3]1C=O.[CH:13]1([NH2:16])[CH2:15][CH2:14]1.C(O)(=O)C.[BH3-]C#N.[Na+]. The catalyst is CO. The product is [CH:13]1([NH:16][C:3]2[N:2]([CH3:1])[C:10]3[C:5]([CH:4]=2)=[CH:6][CH:7]=[CH:8][CH:9]=3)[CH2:15][CH2:14]1. The yield is 0.650. (3) The reactants are [C:1]([O:4][C:5]1[CH:14]=[C:13]([NH2:15])[CH:12]=[CH:11][C:6]=1[C:7]([O:9][CH3:10])=[O:8])(=[O:3])[CH3:2].[Cl:16][C:17]1[S:18][C:19]([S:23](Cl)(=[O:25])=[O:24])=[CH:20][C:21]=1[Cl:22].N1C=CC=CC=1. The catalyst is CC#N. The product is [C:1]([O:4][C:5]1[CH:14]=[C:13]([NH:15][S:23]([C:19]2[S:18][C:17]([Cl:16])=[C:21]([Cl:22])[CH:20]=2)(=[O:25])=[O:24])[CH:12]=[CH:11][C:6]=1[C:7]([O:9][CH3:10])=[O:8])(=[O:3])[CH3:2]. The yield is 0.470. (4) The reactants are Br[C:2]1[CH:11]=[C:10]2[C:5]([C:6]([N:12]3[CH2:17][CH2:16][N:15]([C:18]([O:20][C:21]([CH3:24])([CH3:23])[CH3:22])=[O:19])[CH2:14][CH2:13]3)=[N:7][CH:8]=[N:9]2)=[CH:4][C:3]=1[Cl:25].[B:26]1(B2OC(C)(C)C(C)(C)O2)[O:30]C(C)(C)C(C)(C)[O:27]1.C([O-])(=O)C.[K+]. The catalyst is O1CCOCC1.C1C=CC(P(C2C=CC=CC=2)[C-]2C=CC=C2)=CC=1.C1C=CC(P(C2C=CC=CC=2)[C-]2C=CC=C2)=CC=1.Cl[Pd]Cl.[Fe+2]. The product is [C:21]([O:20][C:18]([N:15]1[CH2:16][CH2:17][N:12]([C:6]2[C:5]3[C:10](=[CH:11][C:2]([B:26]([OH:30])[OH:27])=[C:3]([Cl:25])[CH:4]=3)[N:9]=[CH:8][N:7]=2)[CH2:13][CH2:14]1)=[O:19])([CH3:24])([CH3:23])[CH3:22]. The yield is 0.430.